Dataset: Full USPTO retrosynthesis dataset with 1.9M reactions from patents (1976-2016). Task: Predict the reactants needed to synthesize the given product. Given the product [O:4]1[C:12]2[CH:11]=[CH:10][N:9]=[C:8]([N:13]3[CH2:18][CH2:17][N:16]([CH2:19][CH2:20][C@H:21]4[CH2:26][CH2:25][C@H:24]([NH:27][C:32](=[O:33])[CH2:31][CH2:30][O:29][CH3:28])[CH2:23][CH2:22]4)[CH2:15][CH2:14]3)[C:7]=2[CH2:6][CH2:5]1, predict the reactants needed to synthesize it. The reactants are: Cl.Cl.Cl.[O:4]1[C:12]2[CH:11]=[CH:10][N:9]=[C:8]([N:13]3[CH2:18][CH2:17][N:16]([CH2:19][CH2:20][C@H:21]4[CH2:26][CH2:25][C@H:24]([NH2:27])[CH2:23][CH2:22]4)[CH2:15][CH2:14]3)[C:7]=2[CH2:6][CH2:5]1.[CH3:28][O:29][CH2:30][CH2:31][C:32](O)=[O:33].